From a dataset of Catalyst prediction with 721,799 reactions and 888 catalyst types from USPTO. Predict which catalyst facilitates the given reaction. (1) Reactant: [Cl:1][C:2]1[N:7]=[C:6]([C:8]#[N:9])[CH:5]=[C:4]([CH3:10])[CH:3]=1.[NH:11]([C:13]([O:15]CC)=O)[NH2:12]. Product: [Cl:1][C:2]1[N:7]=[C:6]([C:8]2[NH:9][C:13](=[O:15])[NH:11][N:12]=2)[CH:5]=[C:4]([CH3:10])[CH:3]=1. The catalyst class is: 37. (2) Reactant: [Cl:1][C:2]1[CH:21]=[C:20]([Cl:22])[CH:19]=[CH:18][C:3]=1[CH2:4][NH:5][CH2:6][CH:7]([C:9]1[CH:14]=[CH:13][CH:12]=[C:11]([N+:15]([O-:17])=[O:16])[CH:10]=1)O.S(=O)(=O)(O)O. Product: [Cl:22][C:20]1[CH:19]=[C:18]2[C:3](=[C:2]([Cl:1])[CH:21]=1)[CH2:4][NH:5][CH2:6][CH:7]2[C:9]1[CH:14]=[CH:13][CH:12]=[C:11]([N+:15]([O-:17])=[O:16])[CH:10]=1. The catalyst class is: 2. (3) Reactant: C[O:2][C:3]([C:5]1[S:13][C:8]2=[N:9][CH:10]=[CH:11][CH:12]=[C:7]2[C:6]=1[O:14][CH2:15][C:16](=[O:18])[NH2:17])=[O:4].CO.O.O[Li].O. Product: [C:16]([CH2:15][O:14][C:6]1[C:7]2[C:8](=[N:9][CH:10]=[CH:11][CH:12]=2)[S:13][C:5]=1[C:3]([OH:4])=[O:2])(=[O:18])[NH2:17]. The catalyst class is: 1. (4) Reactant: [Cl:1][C:2]1[CH:3]=[C:4]([NH:9][CH2:10][C:11]([N:13]2[CH2:18][CH2:17][CH2:16][C@@H:15]([NH:19][C:20]3[C:25]([C:26]([O:28]C)=[O:27])=[CH:24][N:23]=[C:22]4[NH:30][CH:31]=[CH:32][C:21]=34)[CH2:14]2)=[O:12])[CH:5]=[C:6]([Cl:8])[CH:7]=1.[OH-].[Na+].Cl. Product: [Cl:1][C:2]1[CH:3]=[C:4]([NH:9][CH2:10][C:11]([N:13]2[CH2:18][CH2:17][CH2:16][C@@H:15]([NH:19][C:20]3[C:25]([C:26]([OH:28])=[O:27])=[CH:24][N:23]=[C:22]4[NH:30][CH:31]=[CH:32][C:21]=34)[CH2:14]2)=[O:12])[CH:5]=[C:6]([Cl:8])[CH:7]=1. The catalyst class is: 24. (5) Reactant: [CH3:1][C@H:2]1[C@@H:7]2[CH2:8][CH2:9][C@:10]3([CH3:35])[C@@:15]4([CH3:33])[CH2:16][C@H:17]([O:29][C:30]([CH3:32])=[O:31])/[C:18](=[C:19](/[CH2:23][CH2:24][CH:25]=[C:26]([CH3:28])[CH3:27])\[C:20]([OH:22])=[O:21])/[C@@H:14]4[CH2:13][C@@H:12]([OH:34])[C@H:11]3[C@@:6]2([CH3:36])[CH2:5][CH2:4][C@H:3]1[OH:37].[CH3:1][C@H:2]1[C@@H:7]2[CH2:8][CH2:9][C@:10]3([CH3:35])[C@@:15]4([CH3:33])[CH2:16][C@H:17]([O:29][C:30]([CH3:32])=[O:31])/[C:18](=[C:19](/[CH2:23][CH2:24][CH:25]=[C:26]([CH3:27])[CH3:28])\[C:20]([OH:22])=[O:21])/[C@@H:14]4[CH2:13][C@@H:12]([OH:34])[C@H:11]3[C@@:6]2([CH3:36])[CH2:5][CH2:4][C@H:3]1[OH:37].O. Product: [CH3:1][C@@H:2]1[C@H:3]([OH:37])[CH2:4][CH2:5][C@@:6]2([CH3:36])[C@H:7]1[CH2:8][CH2:9][C@:10]1([CH3:35])[C@@:15]3([CH3:33])[CH2:16][C@H:17]([O:29][C:30]([CH3:32])=[O:31])/[C:18](=[C:19](\[C:20]([OH:22])=[O:21])/[CH2:23][CH2:24][CH:25]=[C:26]([CH3:27])[CH3:28])/[C@@H:14]3[CH2:13][C@@H:12]([OH:34])[C@H:11]12. The catalyst class is: 8.